From a dataset of Reaction yield outcomes from USPTO patents with 853,638 reactions. Predict the reaction yield, written as a fraction of the theoretical maximum amount of product (1.0 means a 100% yield; for example, 0.34 means a 34% yield). (1) The reactants are CCN(C(C)C)C(C)C.[C:10]1([CH2:16][O:17][C:18]2[CH:19]=[C:20]([CH:24]=[C:25]([O:27][C@@H:28]([CH3:38])[CH2:29][O:30][Si:31]([C:34]([CH3:37])([CH3:36])[CH3:35])([CH3:33])[CH3:32])[CH:26]=2)[C:21]([OH:23])=O)[CH:15]=[CH:14][CH:13]=[CH:12][CH:11]=1.CN(C(ON1N=NC2C=CC=NC1=2)=[N+](C)C)C.F[P-](F)(F)(F)(F)F.[CH:63]([N:66]1[CH:70]=[CH:69][C:68]([NH2:71])=[N:67]1)([CH3:65])[CH3:64]. The catalyst is CN(C=O)C. The product is [CH2:16]([O:17][C:18]1[CH:19]=[C:20]([CH:24]=[C:25]([O:27][C@@H:28]([CH3:38])[CH2:29][O:30][Si:31]([C:34]([CH3:37])([CH3:36])[CH3:35])([CH3:33])[CH3:32])[CH:26]=1)[C:21]([NH:71][C:68]1[CH:69]=[CH:70][N:66]([CH:63]([CH3:65])[CH3:64])[N:67]=1)=[O:23])[C:10]1[CH:15]=[CH:14][CH:13]=[CH:12][CH:11]=1. The yield is 0.650. (2) The reactants are [CH3:1][O:2][CH2:3][CH2:4][O:5][C:6]1[CH:13]=[CH:12][C:9]([CH:10]=O)=[C:8]([N+:14]([O-:16])=[O:15])[CH:7]=1.[Br-].[NH:18]1[C:26]2[C:21](=[CH:22][CH:23]=[CH:24][CH:25]=2)[C:20]([CH2:27][P+](C2C=CC=CC=2)(C2C=CC=CC=2)C2C=CC=CC=2)=[N:19]1.C(=O)([O-])[O-].[K+].[K+]. The catalyst is CO. The product is [CH3:1][O:2][CH2:3][CH2:4][O:5][C:6]1[CH:13]=[CH:12][C:9](/[CH:10]=[CH:27]/[C:20]2[C:21]3[C:26](=[CH:25][CH:24]=[CH:23][CH:22]=3)[NH:18][N:19]=2)=[C:8]([N+:14]([O-:16])=[O:15])[CH:7]=1. The yield is 1.00. (3) The reactants are [OH:1][CH2:2][CH2:3][CH:4]1[CH2:12][C:11]2[C:6](=[CH:7][CH:8]=[C:9]([O:13][CH3:14])[CH:10]=2)[C:5]1=[O:15].[CH:16]([C:18]([CH2:20][CH3:21])=[O:19])=[CH2:17].C[O-].[Na+]. The catalyst is CO.CCOC(C)=O. The product is [OH:1][CH2:2][CH2:3][C:4]1([CH2:17][CH2:16][C:18](=[O:19])[CH2:20][CH3:21])[CH2:12][C:11]2[C:6](=[CH:7][CH:8]=[C:9]([O:13][CH3:14])[CH:10]=2)[C:5]1=[O:15]. The yield is 0.930. (4) The reactants are Cl.[NH2:2][C@@H:3]([C:10]1[CH:15]=[CH:14][CH:13]=[CH:12][CH:11]=1)[CH2:4][C:5]([O:7][CH2:8][CH3:9])=[O:6].CCOCC. The catalyst is C([O-])([O-])=O.[Na+].[Na+]. The product is [NH2:2][C@@H:3]([C:10]1[CH:15]=[CH:14][CH:13]=[CH:12][CH:11]=1)[CH2:4][C:5]([O:7][CH2:8][CH3:9])=[O:6]. The yield is 0.850. (5) The reactants are [NH2:1][C:2]1[CH:44]=[CH:43][C:5]([C:6]([NH:8][CH:9]2[CH2:14][CH:13]([NH:15][C:16]3[N:21]=[C:20]([C:22]4[C:30]5[C:25](=[CH:26][CH:27]=[CH:28][CH:29]=5)[N:24](S(C5C=CC=CC=5)(=O)=O)[CH:23]=4)[C:19]([Cl:40])=[CH:18][N:17]=3)[CH2:12][C:11]([F:42])([F:41])[CH2:10]2)=[O:7])=[CH:4][CH:3]=1.C(O)(C(F)(F)F)=O.[OH-].[Na+].O. The catalyst is O1CCOCC1. The product is [NH2:1][C:2]1[CH:44]=[CH:43][C:5]([C:6]([NH:8][CH:9]2[CH2:14][CH:13]([NH:15][C:16]3[N:21]=[C:20]([C:22]4[C:30]5[C:25](=[CH:26][CH:27]=[CH:28][CH:29]=5)[NH:24][CH:23]=4)[C:19]([Cl:40])=[CH:18][N:17]=3)[CH2:12][C:11]([F:42])([F:41])[CH2:10]2)=[O:7])=[CH:4][CH:3]=1. The yield is 0.850. (6) The reactants are [CH3:1][Si:2]([CH3:23])([CH3:22])[CH2:3][CH2:4][O:5][CH2:6][N:7]1[C:15]2[C:10](=[CH:11][C:12]([C:16]#[C:17][Si](C)(C)C)=[CH:13][CH:14]=2)[CH:9]=[N:8]1.O.[F-].C([N+](CCCC)(CCCC)CCCC)CCC.C(#N)C. The catalyst is C(Cl)Cl.CCCC(C)C. The product is [C:16]([C:12]1[CH:11]=[C:10]2[C:15](=[CH:14][CH:13]=1)[N:7]([CH2:6][O:5][CH2:4][CH2:3][Si:2]([CH3:22])([CH3:1])[CH3:23])[N:8]=[CH:9]2)#[CH:17]. The yield is 0.830. (7) The reactants are C[O:2][C:3](=[O:13])[CH:4](Br)[C:5]1[CH:10]=[CH:9][C:8]([Cl:11])=[CH:7][CH:6]=1.[CH:14]1([SH:19])[CH2:18][CH2:17][CH2:16][CH2:15]1.[NH2:20][C:21]1[CH:26]=[CH:25][CH:24]=[CH:23][N:22]=1. The catalyst is C1COCC1. The product is [CH:14]1([S:19][CH:4]([C:5]2[CH:10]=[CH:9][C:8]([Cl:11])=[CH:7][CH:6]=2)[C:3]([OH:2])=[O:13])[CH2:18][CH2:17][CH2:16][CH2:15]1.[CH:14]1([S:19][CH:4]([C:5]2[CH:6]=[CH:7][C:8]([Cl:11])=[CH:9][CH:10]=2)[C:3]([NH:20][C:21]2[CH:26]=[CH:25][CH:24]=[CH:23][N:22]=2)=[O:13])[CH2:18][CH2:17][CH2:16][CH2:15]1. The yield is 0.720.